From a dataset of Full USPTO retrosynthesis dataset with 1.9M reactions from patents (1976-2016). Predict the reactants needed to synthesize the given product. (1) The reactants are: [CH2:1]([C:7]1[CH:13]=[CH:12][C:10]([NH2:11])=[CH:9][CH:8]=1)[CH2:2][CH2:3][CH2:4][CH2:5][CH3:6].F[C:15]1[CH:20]=[CH:19][C:18]([N+:21]([O-:23])=[O:22])=[CH:17][CH:16]=1. Given the product [CH2:1]([C:7]1[CH:8]=[CH:9][C:10]([NH:11][C:15]2[CH:20]=[CH:19][C:18]([N+:21]([O-:23])=[O:22])=[CH:17][CH:16]=2)=[CH:12][CH:13]=1)[CH2:2][CH2:3][CH2:4][CH2:5][CH3:6], predict the reactants needed to synthesize it. (2) Given the product [F:27][C:26]([F:29])([F:28])[C:47]([OH:48])=[O:50].[CH:12]1([O:17][CH:18]([C:30]2[CH:31]=[CH:32][C:33]([S:40]([CH:8]3[CH2:4][CH2:3]3)(=[O:44])=[O:42])=[CH:34][CH:35]=2)[C:19]2[NH:24][C:23](=[O:25])[C:22]([C:26]([F:29])([F:27])[F:28])=[CH:21][CH:20]=2)[CH2:16][CH2:15][CH2:14][CH2:13]1, predict the reactants needed to synthesize it. The reactants are: ClC1C=CC=[C:4]([C:8](OO)=O)[CH:3]=1.[CH:12]1([O:17][CH:18]([C:30]2[CH:35]=[CH:34][C:33](SC3CC3)=[CH:32][CH:31]=2)[C:19]2[NH:24][C:23](=[O:25])[C:22]([C:26]([F:29])([F:28])[F:27])=[CH:21][CH:20]=2)[CH2:16][CH2:15][CH2:14][CH2:13]1.[S:40]([O-:44])([O-])(=[O:42])=S.[Na+].[Na+].[C:47](=[O:50])(O)[O-:48].[Na+]. (3) Given the product [N:13]1[C:21]2[C:16](=[N:17][CH:18]=[CH:19][CH:20]=2)[N:15]([CH2:22][C:23]2[CH:35]=[CH:34][C:26]3[N:27]=[C:28]([NH:36][C@@H:37]4[CH2:42][CH2:41][CH2:40][CH2:39][C@H:38]4[CH2:43][OH:44])[S:29][C:25]=3[CH:24]=2)[CH:14]=1, predict the reactants needed to synthesize it. The reactants are: CS(C1SC2C=CC=CC=2N=1)=O.[N:13]1[C:21]2[C:16](=[N:17][CH:18]=[CH:19][CH:20]=2)[N:15]([CH2:22][C:23]2[CH:35]=[CH:34][C:26]3[N:27]=[C:28](S(C)(=O)=O)[S:29][C:25]=3[CH:24]=2)[CH:14]=1.[NH2:36][C@@H:37]1[CH2:42][CH2:41][CH2:40][CH2:39][C@H:38]1[CH2:43][OH:44].CCN(C(C)C)C(C)C. (4) Given the product [F:22][C:2]([F:1])([F:21])[C:3]([N:5]1[CH2:11][CH:10]([CH:12]([CH3:14])[CH3:13])[C:9]2[CH:15]=[C:16]([Br:20])[C:17]([O:19][CH2:25][CH:23]=[CH2:24])=[CH:18][C:8]=2[CH2:7][CH2:6]1)=[O:4], predict the reactants needed to synthesize it. The reactants are: [F:1][C:2]([F:22])([F:21])[C:3]([N:5]1[CH2:11][CH:10]([CH:12]([CH3:14])[CH3:13])[C:9]2[CH:15]=[C:16]([Br:20])[C:17]([OH:19])=[CH:18][C:8]=2[CH2:7][CH2:6]1)=[O:4].[C:23](N=P(N(C)C)(N(C)C)N(C)C)(C)([CH3:25])[CH3:24].C(Br)C=C. (5) The reactants are: [CH3:1][C:2]1(B(O)OC(O)=O)[CH:7]=[CH:6][CH:5]=[CH:4][CH2:3]1.BrC1[C:24]2[C:19](=[CH:20][CH:21]=[CH:22][CH:23]=2)[N:18]=[C:17]([CH3:25])[CH:16]=1.[C:26]([O-])([OH:28])=[O:27].[Na+].CCOC(C)=O. Given the product [CH3:25][C:17]1[CH:16]=[C:1]([C:2]2[CH:3]=[CH:4][C:5]([C:26]([OH:28])=[O:27])=[CH:6][CH:7]=2)[C:24]2[C:19](=[CH:20][CH:21]=[CH:22][CH:23]=2)[N:18]=1, predict the reactants needed to synthesize it.